This data is from Orexin1 receptor HTS with 218,158 compounds and 233 confirmed actives. The task is: Binary Classification. Given a drug SMILES string, predict its activity (active/inactive) in a high-throughput screening assay against a specified biological target. (1) The drug is s1c(NCCc2n(c3c(n2)cc(cc3)C(F)(F)F)CCOCCO)nc(c1)c1ccc(F)cc1. The result is 0 (inactive). (2) The drug is S(CC(=O)NCCCN1CCOCC1)c1ccc(cc1)C. The result is 0 (inactive). (3) The drug is n1(c2c(nc1Nn1cnnc1)cccc2)Cc1ccccc1. The result is 0 (inactive). (4) The compound is S=c1nc[nH]c2n(C3OC(CCC3)CO)cnc12. The result is 0 (inactive). (5) The drug is S1\C(C(=O)N(CCC(=O)Nc2cc(ccc2)C(O)=O)C1=S)=C/c1cc2OCOc2cc1. The result is 0 (inactive). (6) The drug is s1c(c(c2c1cccc2)C(=O)NN1CCOCC1)c1ccccc1. The result is 0 (inactive). (7) The molecule is S(=O)(=O)(N1CCN(C2CC(=O)N(C2=O)c2c(cc(cc2)C)C)CC1)c1ccccc1. The result is 0 (inactive). (8) The compound is Clc1cc(C(=O)N2CCN(C(Cc3ccccc3)CO)C(=O)CC2)ccc1Cl. The result is 0 (inactive). (9) The drug is O=C(NCCOc1ccc(cc1)C)C1CCCCC1. The result is 0 (inactive).